This data is from Full USPTO retrosynthesis dataset with 1.9M reactions from patents (1976-2016). The task is: Predict the reactants needed to synthesize the given product. (1) Given the product [OH:36][C@H:28]1[C@@H:27]([OH:37])[C@H:26]([N:23]2[CH:22]=[N:21][C:20]3[C:24]2=[N:25][C:17]([C:16]#[C:15][CH2:14][CH:11]2[CH2:12][CH2:13][NH:8][CH2:9][CH2:10]2)=[N:18][C:19]=3[NH:38][C@H:39]([CH2:47][OH:48])[CH2:40][C:41]2[CH:42]=[CH:43][CH:44]=[CH:45][CH:46]=2)[CH2:30][C@@H:29]1[NH:31][C:32](=[O:35])[CH2:33][OH:34], predict the reactants needed to synthesize it. The reactants are: C(OC([N:8]1[CH2:13][CH2:12][CH:11]([CH2:14][C:15]#[C:16][C:17]2[N:25]=[C:24]3[C:20]([N:21]=[CH:22][N:23]3[C@@H:26]3[CH2:30][C@H:29]([NH:31][C:32](=[O:35])[CH2:33][OH:34])[C@@H:28]([OH:36])[C@H:27]3[OH:37])=[C:19]([NH:38][C@H:39]([CH2:47][OH:48])[CH2:40][C:41]3[CH:46]=[CH:45][CH:44]=[CH:43][CH:42]=3)[N:18]=2)[CH2:10][CH2:9]1)=O)(C)(C)C. (2) Given the product [CH3:33][C@H:32]1[C:25]2[C:24]([N:9]3[C:5]4[C:4](=[C:3]([CH2:2][NH:1][C:35]5[N:40]=[CH:39][CH:38]=[CH:37][N:36]=5)[CH:8]=[CH:7][CH:6]=4)[C:11]4([CH2:16][CH2:15][N:14]([C:17]([O:19][C:20]([CH3:21])([CH3:22])[CH3:23])=[O:18])[CH2:13][CH2:12]4)[CH2:10]3)=[N:29][CH:28]=[N:27][C:26]=2[CH2:30][CH2:31]1, predict the reactants needed to synthesize it. The reactants are: [NH2:1][CH2:2][C:3]1[CH:8]=[CH:7][CH:6]=[C:5]2[N:9]([C:24]3[C:25]4[C@H:32]([CH3:33])[CH2:31][CH2:30][C:26]=4[N:27]=[CH:28][N:29]=3)[CH2:10][C:11]3([CH2:16][CH2:15][N:14]([C:17]([O:19][C:20]([CH3:23])([CH3:22])[CH3:21])=[O:18])[CH2:13][CH2:12]3)[C:4]=12.Cl[C:35]1[N:40]=[CH:39][CH:38]=[CH:37][N:36]=1.C(N(CC)CC)C.